From a dataset of Catalyst prediction with 721,799 reactions and 888 catalyst types from USPTO. Predict which catalyst facilitates the given reaction. Reactant: [NH2:1][C:2]1[CH:18]=[CH:17][CH:16]=[CH:15][C:3]=1[C:4]([NH:6][C:7]1[CH:12]=[CH:11][C:10]([Cl:13])=[C:9]([Cl:14])[CH:8]=1)=[O:5].[CH2:19](OC(OCC)(OCC)C)[CH3:20]. Product: [CH3:19][C:20]1[N:6]([C:7]2[CH:12]=[CH:11][C:10]([Cl:13])=[C:9]([Cl:14])[CH:8]=2)[C:4](=[O:5])[C:3]2[C:2](=[CH:18][CH:17]=[CH:16][CH:15]=2)[N:1]=1. The catalyst class is: 6.